This data is from Full USPTO retrosynthesis dataset with 1.9M reactions from patents (1976-2016). The task is: Predict the reactants needed to synthesize the given product. (1) Given the product [O:14]1[CH2:15][CH2:16][O:17][CH:13]1[CH2:12][N:34]1[CH2:35][CH2:36][CH:31]([CH2:30][CH2:29][C:25]2[C:24]3[CH:23]=[CH:22][C:21]([O:37][CH2:38][C:39]4[CH:40]=[CH:41][C:42]([C:43]#[N:44])=[CH:45][CH:46]=4)=[C:20]([CH2:19][OH:18])[C:28]=3[O:27][N:26]=2)[CH2:32][CH2:33]1, predict the reactants needed to synthesize it. The reactants are: C(#N)CC.C(=O)([O-])[O-].[K+].[K+].Br[CH2:12][CH:13]1[O:17][CH2:16][CH2:15][O:14]1.[OH:18][CH2:19][C:20]1[C:28]2[O:27][N:26]=[C:25]([CH2:29][CH2:30][CH:31]3[CH2:36][CH2:35][NH:34][CH2:33][CH2:32]3)[C:24]=2[CH:23]=[CH:22][C:21]=1[O:37][CH2:38][C:39]1[CH:46]=[CH:45][C:42]([C:43]#[N:44])=[CH:41][CH:40]=1. (2) Given the product [CH3:9][O:8][C:4]1[CH:5]=[CH:6][CH:7]=[C:2]([O:1][CH2:37][CH2:38][O:39][CH3:40])[C:3]=1[CH2:10][CH2:11][N:12]1[CH2:13][CH2:14][CH:15]([N:18]2[C:26]3[C:21](=[CH:22][CH:23]=[C:24]([C:27]([NH2:29])=[O:28])[CH:25]=3)[CH:20]=[CH:19]2)[CH2:16][CH2:17]1, predict the reactants needed to synthesize it. The reactants are: [OH:1][C:2]1[CH:7]=[CH:6][CH:5]=[C:4]([O:8][CH3:9])[C:3]=1[CH2:10][CH2:11][N:12]1[CH2:17][CH2:16][CH:15]([N:18]2[C:26]3[C:21](=[CH:22][CH:23]=[C:24]([C:27]([NH2:29])=[O:28])[CH:25]=3)[CH:20]=[CH:19]2)[CH2:14][CH2:13]1.C(=O)([O-])[O-].[K+].[K+].Br[CH2:37][CH2:38][O:39][CH3:40]. (3) Given the product [OH:31][C:23]1([OH:29])[C:22](=[O:33])[C:21]2[C:25](=[CH:26][CH:27]=[C:19]([C:15]3[CH:16]=[CH:17][CH:18]=[C:13]([C:8]4[CH:9]=[C:10]5[C:5](=[CH:6][CH:7]=4)[C:4](=[O:34])[C:3]([OH:2])([OH:35])[C:11]5=[O:12])[CH:14]=3)[CH:20]=2)[C:24]1=[O:28], predict the reactants needed to synthesize it. The reactants are: C[O:2][C:3]1([O:35]C)[C:11](=[O:12])[C:10]2[C:5](=[CH:6][CH:7]=[C:8]([C:13]3[CH:18]=[CH:17][CH:16]=[C:15]([C:19]4[CH:20]=[C:21]5[C:25](=[CH:26][CH:27]=4)[C:24](=[O:28])[C:23]([O:31]C)([O:29]C)[C:22]5=[O:33])[CH:14]=3)[CH:9]=2)[C:4]1=[O:34].C(O)(=O)C.Br. (4) The reactants are: [Br-].[Li+].[CH2:3]([Mg]Cl)[C:4]1[CH:9]=[CH:8][CH:7]=[CH:6][CH:5]=1.[CH2:12]([O:19][C:20]([NH:22][C@@H:23]([CH2:28][C:29](Cl)=[O:30])[C:24]([O:26][CH3:27])=[O:25])=[O:21])[C:13]1[CH:18]=[CH:17][CH:16]=[CH:15][CH:14]=1. Given the product [CH2:12]([O:19][C:20]([NH:22][C@@H:23]([CH2:28][C:29](=[O:30])[CH2:3][C:4]1[CH:9]=[CH:8][CH:7]=[CH:6][CH:5]=1)[C:24]([O:26][CH3:27])=[O:25])=[O:21])[C:13]1[CH:18]=[CH:17][CH:16]=[CH:15][CH:14]=1, predict the reactants needed to synthesize it. (5) Given the product [Cl:1][C:2]1[N:10]([C:11]2[CH:16]=[CH:15][C:14]([C:17]3[CH:22]=[CH:21][CH:20]=[C:19]([O:23][CH3:24])[C:18]=3[OH:25])=[CH:13][CH:12]=2)[C:9]2[C:8](=[O:26])[N:7]([CH2:27][CH2:28][C:29]([O:31][CH2:34][CH3:35])=[O:30])[C:6](=[O:32])[NH:5][C:4]=2[CH:3]=1, predict the reactants needed to synthesize it. The reactants are: [Cl:1][C:2]1[N:10]([C:11]2[CH:16]=[CH:15][C:14]([C:17]3[CH:22]=[CH:21][CH:20]=[C:19]([O:23][CH3:24])[C:18]=3[OH:25])=[CH:13][CH:12]=2)[C:9]2[C:8](=[O:26])[N:7]([CH2:27][CH2:28][C:29]([OH:31])=[O:30])[C:6](=[O:32])[NH:5][C:4]=2[CH:3]=1.Cl.[CH2:34](O)[CH3:35].